Dataset: Peptide-MHC class I binding affinity with 185,985 pairs from IEDB/IMGT. Task: Regression. Given a peptide amino acid sequence and an MHC pseudo amino acid sequence, predict their binding affinity value. This is MHC class I binding data. The peptide sequence is LPLIVDTAA. The MHC is HLA-A11:01 with pseudo-sequence HLA-A11:01. The binding affinity (normalized) is 0.0847.